From a dataset of Reaction yield outcomes from USPTO patents with 853,638 reactions. Predict the reaction yield, written as a fraction of the theoretical maximum amount of product (1.0 means a 100% yield; for example, 0.34 means a 34% yield). (1) The reactants are O[N:2]=[C:3]1[CH2:6][CH:5]([C:7]([O:9][CH3:10])=[O:8])[C:4]1([CH3:12])[CH3:11].[OH-].[NH4+].[H][H]. The catalyst is CO.[Ni]. The product is [NH2:2][CH:3]1[CH2:6][CH:5]([C:7]([O:9][CH3:10])=[O:8])[C:4]1([CH3:12])[CH3:11]. The yield is 0.823. (2) The product is [Cl:54][C:55]1[CH:60]=[CH:59][CH:58]=[CH:57][C:56]=1[NH:61][CH:62]1[CH2:67][CH2:66][N:65]([C:18](=[O:20])[CH2:17][NH:16][C:14](=[O:15])[C:11]2[CH:10]=[CH:9][C:8]([NH:7][C:1]3[CH:2]=[CH:3][CH:4]=[CH:5][CH:6]=3)=[N:13][CH:12]=2)[CH2:64][CH2:63]1. The catalyst is CN(C=O)C.O. The yield is 0.850. The reactants are [C:1]1([NH:7][C:8]2[N:13]=[CH:12][C:11]([C:14]([NH:16][CH2:17][C:18]([OH:20])=O)=[O:15])=[CH:10][CH:9]=2)[CH:6]=[CH:5][CH:4]=[CH:3][CH:2]=1.CCN(C(C)C)C(C)C.C1C=CC2N(O)N=NC=2C=1.CCN=C=NCCCN(C)C.Cl.Cl.Cl.[Cl:54][C:55]1[CH:60]=[CH:59][CH:58]=[CH:57][C:56]=1[NH:61][CH:62]1[CH2:67][CH2:66][NH:65][CH2:64][CH2:63]1. (3) The reactants are [CH:1]1([C:4]([C:8]2[C:13]([CH3:14])=[C:12]([Cl:15])[CH:11]=[CH:10][N:9]=2)=[CH:5][O:6]C)[CH2:3][CH2:2]1.S(=O)(=O)(O)O.[OH-].[Na+]. The catalyst is C(O)(=O)C. The product is [CH3:14][C:13]1[C:8]([CH:4]([CH:1]2[CH2:3][CH2:2]2)[CH:5]=[O:6])=[N:9][CH:10]=[CH:11][C:12]=1[Cl:15]. The yield is 0.800. (4) The reactants are [CH3:1][C:2]1[CH:3]=[CH:4][CH:5]=[C:6]2[C:11]=1[N:10]=[C:9]([C:12]1[CH:17]=[CH:16][CH:15]=[CH:14][CH:13]=1)[C:8]([CH:18]=O)=[CH:7]2.Cl.CN.C[CH2:24][N:25](C(C)C)C(C)C.C(O[BH-](OC(=O)C)OC(=O)C)(=O)C.[NH2:45][C:46]1[N:51]=[C:50](Cl)[CH:49]=[C:48]([CH3:53])[N:47]=1. The catalyst is C(Cl)Cl.C1COCC1. The product is [CH3:24][N:25]([CH2:18][C:8]1[C:9]([C:12]2[CH:17]=[CH:16][CH:15]=[CH:14][CH:13]=2)=[N:10][C:11]2[C:6]([CH:7]=1)=[CH:5][CH:4]=[CH:3][C:2]=2[CH3:1])[C:50]1[CH:49]=[C:48]([CH3:53])[N:47]=[C:46]([NH2:45])[N:51]=1. The yield is 0.200. (5) The reactants are Cl.[CH3:2][O:3][C:4]1[CH:28]=[C:27]([O:29][CH3:30])[CH:26]=[CH:25][C:5]=1[CH2:6][NH:7][C:8]([C:10]1[CH:24]=[CH:23][C:13]2[CH2:14][CH:15]3[CH:20]([CH3:21])[C:19]([CH3:22])([C:12]=2[CH:11]=1)[CH2:18][CH2:17][NH:16]3)=[O:9].C(=O)([O-])[O-].[K+].[K+].[CH3:37][O:38][CH2:39][CH2:40]Br. The catalyst is C(#N)C. The product is [CH3:2][O:3][C:4]1[CH:28]=[C:27]([O:29][CH3:30])[CH:26]=[CH:25][C:5]=1[CH2:6][NH:7][C:8]([C:10]1[CH:24]=[CH:23][C:13]2[CH2:14][C@@H:15]3[C@H:20]([CH3:21])[C@:19]([CH3:22])([C:12]=2[CH:11]=1)[CH2:18][CH2:17][N:16]3[CH2:40][CH2:39][O:38][CH3:37])=[O:9]. The yield is 0.860.